Predict the reactants needed to synthesize the given product. From a dataset of Full USPTO retrosynthesis dataset with 1.9M reactions from patents (1976-2016). (1) Given the product [CH3:1][O:2][C:3](=[O:44])[CH2:4][CH2:5][CH2:6]/[CH:7]=[CH:8]\[CH2:9][C@H:10]1[C:14](=[O:15])[CH:13]=[CH:12][C@@H:11]1/[CH:24]=[CH:25]/[C@@H:26]([OH:36])[CH2:27][CH2:28][C:29]1[S:30][C:31]([CH3:35])=[C:32]([Br:34])[CH:33]=1, predict the reactants needed to synthesize it. The reactants are: [CH3:1][O:2][C:3](=[O:44])[CH2:4][CH2:5][CH2:6]/[CH:7]=[CH:8]\[CH2:9][C@H:10]1[C:14](=[O:15])[CH2:13][C@@H:12](O[Si](C(C)(C)C)(C)C)[C@@H:11]1/[CH:24]=[CH:25]/[C@@H:26]([O:36][Si](C(C)(C)C)(C)C)[CH2:27][CH2:28][C:29]1[S:30][C:31]([CH3:35])=[C:32]([Br:34])[CH:33]=1.CC(O)=O.O.C([O-])(O)=O.[Na+]. (2) Given the product [F:1][C:2]1[CH:3]=[C:4]([C:8]2[CH:9]=[C:10]([CH3:26])[C:11]([CH3:25])=[C:12]([CH2:14][NH:15][C:16]3[C:17]([CH3:24])=[C:18]([CH:19]=[CH:20][C:21]=3[CH3:22])[O:23][CH2:34][C:35]([O:37][CH:38]([CH3:40])[CH3:39])=[O:36])[CH:13]=2)[CH:5]=[CH:6][CH:7]=1, predict the reactants needed to synthesize it. The reactants are: [F:1][C:2]1[CH:3]=[C:4]([C:8]2[CH:9]=[C:10]([CH3:26])[C:11]([CH3:25])=[C:12]([CH2:14][NH:15][C:16]3[C:17]([CH3:24])=[C:18]([OH:23])[CH:19]=[CH:20][C:21]=3[CH3:22])[CH:13]=2)[CH:5]=[CH:6][CH:7]=1.C([O-])([O-])=O.[Cs+].[Cs+].Br[CH2:34][C:35]([O:37][CH:38]([CH3:40])[CH3:39])=[O:36].O. (3) Given the product [CH3:33][N:32]1[CH:26]2[CH2:27][CH2:28][CH2:29][CH:30]1[CH2:31][CH:24]([NH:23][C:18]([C:16]1[CH:17]=[C:2]([Cl:1])[CH:3]=[C:4]3[O:8][C:7]([C:9]4[CH:10]=[CH:11][C:12]([CH3:15])=[CH:13][CH:14]=4)=[N:6][C:5]=13)=[O:20])[CH2:25]2, predict the reactants needed to synthesize it. The reactants are: [Cl:1][C:2]1[CH:3]=[C:4]2[O:8][C:7]([C:9]3[CH:14]=[CH:13][C:12]([CH3:15])=[CH:11][CH:10]=3)=[N:6][C:5]2=[C:16]([C:18]([OH:20])=O)[CH:17]=1.Cl.Cl.[NH2:23][CH:24]1[CH2:31][CH:30]2[N:32]([CH3:33])[CH:26]([CH2:27][CH2:28][CH2:29]2)[CH2:25]1.Cl.C(N=C=NCCCN(C)C)C.ON1C2C=CC=CC=2N=N1.C(N(CC)CC)C. (4) The reactants are: [CH:1]([C:3]1[CH:4]=[N:5][CH:6]=[CH:7][C:8]=1[C:9]1[CH:10]=[C:11]([CH:14]=[CH:15][CH:16]=1)[C:12]#[N:13])=[O:2].[CH3:17][C:18]1[CH:23]=[C:22]([CH3:24])[CH:21]=[C:20]([CH3:25])[C:19]=1[Mg]Br. Given the product [OH:2][CH:1]([C:19]1[C:20]([CH3:25])=[CH:21][C:22]([CH3:24])=[CH:23][C:18]=1[CH3:17])[C:3]1[CH:4]=[N:5][CH:6]=[CH:7][C:8]=1[C:9]1[CH:10]=[C:11]([CH:14]=[CH:15][CH:16]=1)[C:12]#[N:13], predict the reactants needed to synthesize it. (5) Given the product [Cl:1][C:2]1[CH:3]=[C:4]([C:8]([C:11]2[CH:15]=[C:14]([CH:16]=[O:17])[S:13][C:12]=2[CH3:21])([OH:10])[CH3:9])[CH:5]=[CH:6][CH:7]=1, predict the reactants needed to synthesize it. The reactants are: [Cl:1][C:2]1[CH:3]=[C:4]([C:8]([C:11]2[CH:15]=[C:14]([CH:16]3OCC[O:17]3)[S:13][C:12]=2[CH3:21])([OH:10])[CH3:9])[CH:5]=[CH:6][CH:7]=1. (6) Given the product [CH3:15][O:14][C:12]1[N:11]=[C:10]([O:16][CH3:17])[CH:9]=[C:8]([N:1]2[CH2:6][CH2:5][NH:4][CH2:3][CH2:2]2)[N:13]=1, predict the reactants needed to synthesize it. The reactants are: [NH:1]1[CH2:6][CH2:5][NH:4][CH2:3][CH2:2]1.Cl[C:8]1[N:13]=[C:12]([O:14][CH3:15])[N:11]=[C:10]([O:16][CH3:17])[CH:9]=1. (7) Given the product [C:13]([O:17][C:18]([N:5]1[C:6]2[C:11](=[C:10]([OH:12])[CH:9]=[CH:8][CH:7]=2)[C:3]([CH:1]=[O:2])=[CH:4]1)=[O:19])([CH3:16])([CH3:15])[CH3:14], predict the reactants needed to synthesize it. The reactants are: [CH:1]([C:3]1[C:11]2[C:6](=[CH:7][CH:8]=[CH:9][C:10]=2[OH:12])[NH:5][CH:4]=1)=[O:2].[C:13]([O:17][C:18](O[C:18]([O:17][C:13]([CH3:16])([CH3:15])[CH3:14])=[O:19])=[O:19])([CH3:16])([CH3:15])[CH3:14].CN(C1C=CC=CN=1)C. (8) Given the product [F:28][C:29]1[CH:39]=[CH:38][C:32]([C:33]2[N:36]=[C:12]([C:8]3[CH:7]=[C:6]4[C:11]([C:2](=[O:1])[N:3]5[CH2:20][CH2:19][CH2:18][CH2:17][CH2:16][CH2:15][C:4]5=[N:5]4)=[CH:10][CH:9]=3)[O:13][N:34]=2)=[CH:31][CH:30]=1, predict the reactants needed to synthesize it. The reactants are: [O:1]=[C:2]1[C:11]2[C:6](=[CH:7][C:8]([C:12](O)=[O:13])=[CH:9][CH:10]=2)[N:5]=[C:4]2[CH2:15][CH2:16][CH2:17][CH2:18][CH2:19][CH2:20][N:3]12.C1(C)C=CC=CC=1.[F:28][C:29]1[CH:39]=[CH:38][C:32](/[C:33](=[N:36]\[H])/[NH:34]O)=[CH:31][CH:30]=1. (9) Given the product [CH:1]1([CH2:4][O:5][C:6]2[C:27]([O:28][CH3:29])=[CH:26][C:9]3[C:10]4[N:15]([CH:16]([CH2:18][CH3:19])[CH2:17][C:8]=3[CH:7]=2)[CH:14]=[C:13]([C:20]([OH:22])=[O:21])[C:12](=[O:25])[CH:11]=4)[CH2:3][CH2:2]1, predict the reactants needed to synthesize it. The reactants are: [CH:1]1([CH2:4][O:5][C:6]2[C:27]([O:28][CH3:29])=[CH:26][C:9]3[C:10]4[N:15]([CH:16]([CH2:18][CH3:19])[CH2:17][C:8]=3[CH:7]=2)[CH:14]=[C:13]([C:20]([O:22]CC)=[O:21])[C:12](=[O:25])[CH:11]=4)[CH2:3][CH2:2]1.O[Li].O. (10) Given the product [OH:1][C:2]1[N:11]=[CH:10][C:9]([I:40])=[C:8]2[C:3]=1[CH:4]=[C:5]([C:27]1[CH:28]=[CH:29][CH:30]=[CH:31][CH:32]=1)[C:6]([C:12]1[CH:26]=[CH:25][C:15]([CH2:16][NH:17][C:18](=[O:24])[O:19][C:20]([CH3:23])([CH3:22])[CH3:21])=[CH:14][CH:13]=1)=[N:7]2, predict the reactants needed to synthesize it. The reactants are: [OH:1][C:2]1[N:11]=[CH:10][CH:9]=[C:8]2[C:3]=1[CH:4]=[C:5]([C:27]1[CH:32]=[CH:31][CH:30]=[CH:29][CH:28]=1)[C:6]([C:12]1[CH:26]=[CH:25][C:15]([CH2:16][NH:17][C:18](=[O:24])[O:19][C:20]([CH3:23])([CH3:22])[CH3:21])=[CH:14][CH:13]=1)=[N:7]2.C1C(=O)N([I:40])C(=O)C1.